From a dataset of Full USPTO retrosynthesis dataset with 1.9M reactions from patents (1976-2016). Predict the reactants needed to synthesize the given product. (1) Given the product [OH:7][C:8]1[CH:9]=[CH:10][C:11]([CH2:12][NH:13][C:14]2[N:19]=[C:18]([O:20][CH2:21][C:22]([F:25])([F:24])[F:23])[N:17]=[C:16]([NH:26][C:27]3[CH:47]=[CH:46][C:30]([C:31]([NH:33][CH2:34][C:35]([CH3:44])([CH3:45])[CH2:36][NH:37][C:38](=[O:43])[C:39]([OH:41])=[O:40])=[O:32])=[CH:29][CH:28]=3)[N:15]=2)=[CH:48][CH:49]=1, predict the reactants needed to synthesize it. The reactants are: C([O-])([O-])=O.[K+].[K+].[OH:7][C:8]1[CH:49]=[CH:48][C:11]([CH2:12][NH:13][C:14]2[N:19]=[C:18]([O:20][CH2:21][C:22]([F:25])([F:24])[F:23])[N:17]=[C:16]([NH:26][C:27]3[CH:47]=[CH:46][C:30]([C:31]([NH:33][CH2:34][C:35]([CH3:45])([CH3:44])[CH2:36][NH:37][C:38](=[O:43])[C:39]([O:41]C)=[O:40])=[O:32])=[CH:29][CH:28]=3)[N:15]=2)=[CH:10][CH:9]=1.Cl. (2) Given the product [CH2:1]([N:3]([CH2:6][C:7]1[S:11][C:10]([C:12]2[O:16][N:15]=[C:14]([C:17]3[CH:18]=[CH:19][C:20]([CH2:23][CH:24]([OH:31])[CH2:25][NH:36][CH2:35][CH2:33][OH:34])=[CH:21][CH:22]=3)[N:13]=2)=[CH:9][C:8]=1[CH3:32])[CH2:4][CH3:5])[CH3:2], predict the reactants needed to synthesize it. The reactants are: [CH2:1]([N:3]([CH2:6][C:7]1[S:11][C:10]([C:12]2[O:16][N:15]=[C:14]([C:17]3[CH:22]=[CH:21][C:20]([CH2:23][CH:24]([OH:31])[CH2:25]OS(C)(=O)=O)=[CH:19][CH:18]=3)[N:13]=2)=[CH:9][C:8]=1[CH3:32])[CH2:4][CH3:5])[CH3:2].[CH2:33]([CH2:35][NH2:36])[OH:34]. (3) Given the product [NH2:9][C:5]1[CH:4]=[C:3]([S:12]([CH3:15])(=[O:14])=[O:13])[C:2]([CH3:1])=[CH:7][C:6]=1[OH:8], predict the reactants needed to synthesize it. The reactants are: [CH3:1][C:2]1[C:3]([S:12]([CH3:15])(=[O:14])=[O:13])=[CH:4][C:5]([N+:9]([O-])=O)=[C:6]([OH:8])[CH:7]=1.CCOC(C)=O. (4) The reactants are: [Br:1][C:2]1[CH:7]=[CH:6][CH:5]=[CH:4][N:3]=1.[Li+].CC([N-]C(C)C)C.[C:16]([O:20][C:21]([N:23]1[CH2:28][CH2:27][CH:26]([CH:29]=[O:30])[CH2:25][CH2:24]1)=[O:22])([CH3:19])([CH3:18])[CH3:17]. Given the product [C:16]([O:20][C:21]([N:23]1[CH2:28][CH2:27][CH:26]([CH:29]([C:7]2[C:2]([Br:1])=[N:3][CH:4]=[CH:5][CH:6]=2)[OH:30])[CH2:25][CH2:24]1)=[O:22])([CH3:19])([CH3:18])[CH3:17], predict the reactants needed to synthesize it.